This data is from NCI-60 drug combinations with 297,098 pairs across 59 cell lines. The task is: Regression. Given two drug SMILES strings and cell line genomic features, predict the synergy score measuring deviation from expected non-interaction effect. (1) Drug 2: CC=C1C(=O)NC(C(=O)OC2CC(=O)NC(C(=O)NC(CSSCCC=C2)C(=O)N1)C(C)C)C(C)C. Cell line: NCI-H522. Synergy scores: CSS=14.9, Synergy_ZIP=2.58, Synergy_Bliss=1.32, Synergy_Loewe=-36.7, Synergy_HSA=-0.806. Drug 1: CCC1(CC2CC(C3=C(CCN(C2)C1)C4=CC=CC=C4N3)(C5=C(C=C6C(=C5)C78CCN9C7C(C=CC9)(C(C(C8N6C)(C(=O)OC)O)OC(=O)C)CC)OC)C(=O)OC)O.OS(=O)(=O)O. (2) Drug 1: C1=NC(=NC(=O)N1C2C(C(C(O2)CO)O)O)N. Drug 2: C(CC(=O)O)C(=O)CN.Cl. Cell line: DU-145. Synergy scores: CSS=18.1, Synergy_ZIP=-2.44, Synergy_Bliss=-0.740, Synergy_Loewe=-0.123, Synergy_HSA=2.35. (3) Drug 1: CC1=C2C(C(=O)C3(C(CC4C(C3C(C(C2(C)C)(CC1OC(=O)C(C(C5=CC=CC=C5)NC(=O)OC(C)(C)C)O)O)OC(=O)C6=CC=CC=C6)(CO4)OC(=O)C)O)C)O. Drug 2: CS(=O)(=O)OCCCCOS(=O)(=O)C. Cell line: SF-295. Synergy scores: CSS=13.3, Synergy_ZIP=-3.60, Synergy_Bliss=-1.99, Synergy_Loewe=-93.1, Synergy_HSA=-3.16. (4) Drug 1: C1=NC2=C(N1)C(=S)N=C(N2)N. Drug 2: CCC1=C2CN3C(=CC4=C(C3=O)COC(=O)C4(CC)O)C2=NC5=C1C=C(C=C5)O. Cell line: UACC-257. Synergy scores: CSS=25.4, Synergy_ZIP=-11.4, Synergy_Bliss=-3.77, Synergy_Loewe=-10.7, Synergy_HSA=-1.62. (5) Synergy scores: CSS=3.34, Synergy_ZIP=-0.532, Synergy_Bliss=1.75, Synergy_Loewe=1.21, Synergy_HSA=0.556. Drug 1: C#CCC(CC1=CN=C2C(=N1)C(=NC(=N2)N)N)C3=CC=C(C=C3)C(=O)NC(CCC(=O)O)C(=O)O. Cell line: EKVX. Drug 2: C1CN(P(=O)(OC1)NCCCl)CCCl.